This data is from Reaction yield outcomes from USPTO patents with 853,638 reactions. The task is: Predict the reaction yield, written as a fraction of the theoretical maximum amount of product (1.0 means a 100% yield; for example, 0.34 means a 34% yield). (1) The reactants are [CH3:1][O:2][C:3]1[CH:4]=[C:5]2[C:10](=[CH:11][C:12]=1[O:13][CH3:14])[N:9]=[CH:8][CH:7]=[C:6]2[O:15][C:16]1[CH:22]=[CH:21][C:19]([NH2:20])=[C:18]([C:23]([F:26])([F:25])[F:24])[CH:17]=1.C(N(CC)CC)C.ClC(Cl)(O[C:38](=[O:44])OC(Cl)(Cl)Cl)Cl.[Br:46][C:47]1[CH:48]=[C:49]([C@H:53]([NH2:55])[CH3:54])[CH:50]=[CH:51][CH:52]=1. The catalyst is C(Cl)(Cl)Cl. The product is [Br:46][C:47]1[CH:48]=[C:49]([C@H:53]([NH:55][C:38]([NH:20][C:19]2[CH:21]=[CH:22][C:16]([O:15][C:6]3[C:5]4[C:10](=[CH:11][C:12]([O:13][CH3:14])=[C:3]([O:2][CH3:1])[CH:4]=4)[N:9]=[CH:8][CH:7]=3)=[CH:17][C:18]=2[C:23]([F:25])([F:26])[F:24])=[O:44])[CH3:54])[CH:50]=[CH:51][CH:52]=1. The yield is 0.290. (2) The reactants are [O-:1][Mn](=O)(=O)=O.[K+].[F:7][C:8]1[CH:13]=[CH:12][C:11]([CH3:14])=[C:10]([N+:15]([O-:17])=[O:16])[CH:9]=1.[OH2:18]. No catalyst specified. The product is [F:7][C:8]1[CH:13]=[CH:12][C:11]([C:14]([OH:1])=[O:18])=[C:10]([N+:15]([O-:17])=[O:16])[CH:9]=1. The yield is 0.340.